From a dataset of Clinical trial toxicity outcomes and FDA approval status for drugs. Regression/Classification. Given a drug SMILES string, predict its toxicity properties. Task type varies by dataset: regression for continuous values (e.g., LD50, hERG inhibition percentage) or binary classification for toxic/non-toxic outcomes (e.g., AMES mutagenicity, cardiotoxicity, hepatotoxicity). Dataset: clintox. (1) The result is 0 (passed clinical trial). The drug is O=c1oc2ccccc2c([O-])c1Cc1c([O-])c2ccccc2oc1=O. (2) The molecule is c1ccc([C@H]2CN3CCSC3=[NH+]2)cc1. The result is 0 (passed clinical trial). (3) The drug is N#CC(CC[NH+]1CCC(C(=O)[O-])(c2ccccc2)CC1)(c1ccccc1)c1ccccc1. The result is 0 (passed clinical trial). (4) The drug is CO[C@@]12[C@H](COC(N)=O)C3=C(C(=O)C(C)=C([NH3+])C3=O)[NH+]1C[C@@H]1N[C@@H]12. The result is 0 (passed clinical trial). (5) The drug is CNCC[C@H](Oc1cccc2ccccc12)c1cccs1. The result is 1 (failed clinical trial for toxicity). (6) The compound is COc1ccc(C2C(=O)c3ccccc3C2=O)cc1. The result is 0 (passed clinical trial). (7) The drug is CC(O)CN1CCN(CC(=O)[O-])CCN(CC(=O)[O-])CC[NH+](CC(=O)[O-])CC1. The result is 0 (passed clinical trial). (8) The compound is NC(=[NH2+])NCCC[C@@H](NC(=O)[C@@H]1CCCN1C(=O)[C@@H]1CSSCCC(=O)N[C@@H](Cc2ccc(O)cc2)C(=O)N[C@@H](Cc2ccccc2)C(=O)N[C@@H](CCC(N)=O)C(=O)N[C@@H](CC(N)=O)C(=O)N1)C(=O)NCC(N)=O. The result is 0 (passed clinical trial).